Task: Predict the product of the given reaction.. Dataset: Forward reaction prediction with 1.9M reactions from USPTO patents (1976-2016) (1) The product is: [NH:38]1[C:33]2[CH:34]=[CH:35][CH:36]=[CH:37][C:32]=2[N:39]=[C:29]1[C@H:20]1[C@H:21]([C:25]([F:28])([F:27])[F:26])[CH2:22][CH:23]=[C:24]2[C@@H:19]1[CH2:18][CH2:17][C:14]1[C@:13]2([CH3:31])[CH2:12][C:11]2[CH:10]=[N:9][N:8]([C:5]3[CH:6]=[CH:7][C:2]([F:1])=[CH:3][CH:4]=3)[C:16]=2[CH:15]=1. Given the reactants [F:1][C:2]1[CH:7]=[CH:6][C:5]([N:8]2[C:16]3[CH:15]=[C:14]4[CH2:17][CH2:18][C@H:19]5[C:24]([C@@:13]4([CH3:31])[CH2:12][C:11]=3[CH:10]=[N:9]2)=[CH:23][CH2:22][C@@H:21]([C:25]([F:28])([F:27])[F:26])[C@@H:20]5[CH:29]=O)=[CH:4][CH:3]=1.[C:32]1([NH2:39])[CH:37]=[CH:36][CH:35]=[CH:34][C:33]=1[NH2:38], predict the reaction product. (2) Given the reactants Br[C:2]1[CH:9]=[C:8]([Cl:10])[CH:7]=[CH:6][C:3]=1[C:4]#[N:5].C([Mg]Cl)(C)C.[Cl-].[Li+].[Br:18][C:19]1[CH:20]=[C:21]([CH:25]=[CH:26][CH:27]=1)[C:22](Cl)=[O:23].C([Cu])#N, predict the reaction product. The product is: [Br:18][C:19]1[CH:20]=[C:21]([CH:25]=[CH:26][CH:27]=1)[C:22]([C:2]1[CH:9]=[C:8]([Cl:10])[CH:7]=[CH:6][C:3]=1[C:4]#[N:5])=[O:23].